From a dataset of Forward reaction prediction with 1.9M reactions from USPTO patents (1976-2016). Predict the product of the given reaction. Given the reactants [Cl:1][C:2]1[CH:27]=[CH:26][C:5]([O:6][C:7]2[CH:12]=[CH:11][CH:10]=[CH:9][C:8]=2[NH:13][S:14]([C:17]2[CH:25]=[CH:24][C:20]([C:21](O)=[O:22])=[CH:19][CH:18]=2)(=[O:16])=[O:15])=[C:4]([O:28][CH3:29])[CH:3]=1.Cl.Cl.[N:32]1([CH2:37][CH2:38][C@H:39]2[CH2:44][CH2:43][C@H:42]([NH2:45])[CH2:41][CH2:40]2)[CH2:36][CH2:35][CH2:34][CH2:33]1, predict the reaction product. The product is: [Cl:1][C:2]1[CH:27]=[CH:26][C:5]([O:6][C:7]2[CH:12]=[CH:11][CH:10]=[CH:9][C:8]=2[NH:13][S:14]([C:17]2[CH:25]=[CH:24][C:20]([C:21]([NH:45][C@H:42]3[CH2:43][CH2:44][C@H:39]([CH2:38][CH2:37][N:32]4[CH2:36][CH2:35][CH2:34][CH2:33]4)[CH2:40][CH2:41]3)=[O:22])=[CH:19][CH:18]=2)(=[O:15])=[O:16])=[C:4]([O:28][CH3:29])[CH:3]=1.